Task: Predict the reactants needed to synthesize the given product.. Dataset: Full USPTO retrosynthesis dataset with 1.9M reactions from patents (1976-2016) (1) Given the product [CH2:16]([O:23][C:2]1[N:10]=[C:9]2[C:5]([N:6]=[CH:7][N:8]2[CH2:11][CH3:12])=[C:4]([NH2:13])[N:3]=1)[C:17]1[CH:22]=[CH:21][CH:20]=[CH:19][CH:18]=1, predict the reactants needed to synthesize it. The reactants are: Cl[C:2]1[N:10]=[C:9]2[C:5]([N:6]=[CH:7][N:8]2[CH2:11][CH3:12])=[C:4]([NH2:13])[N:3]=1.[OH-].[Na+].[CH2:16]([OH:23])[C:17]1[CH:22]=[CH:21][CH:20]=[CH:19][CH:18]=1. (2) Given the product [F:19][C:17]1[CH:16]=[CH:15][C:14]([CH3:20])=[C:13]([C:10]([CH3:12])([CH3:11])[CH2:9][C:8]([C:7]([F:6])([F:22])[F:23])([OH:21])[CH2:4][C:3]#[CH:2])[CH:18]=1, predict the reactants needed to synthesize it. The reactants are: [Al].[CH2:2](Br)[C:3]#[CH:4].[F:6][C:7]([F:23])([F:22])[C:8](=[O:21])[CH2:9][C:10]([C:13]1[CH:18]=[C:17]([F:19])[CH:16]=[CH:15][C:14]=1[CH3:20])([CH3:12])[CH3:11].O. (3) Given the product [C:9]1([CH:1]([C:3]2[CH:8]=[CH:7][CH:6]=[CH:5][N:4]=2)[NH2:2])[CH:14]=[CH:13][CH:12]=[CH:11][CH:10]=1, predict the reactants needed to synthesize it. The reactants are: [C:1]([C:3]1[CH:8]=[CH:7][CH:6]=[CH:5][N:4]=1)#[N:2].[C:9]1([Mg]Br)[CH:14]=[CH:13][CH:12]=[CH:11][CH:10]=1.C(O)C(C)C.[BH4-].[Na+]. (4) Given the product [CH3:41][C:32]([S:31][C:28]1[CH:29]=[CH:30][C:25]([B:15]2[O:16][C:17]([CH3:22])([CH3:23])[C:18]([CH3:20])([CH3:21])[O:19]2)=[C:26]([CH3:42])[CH:27]=1)([CH3:40])[C:33]([O:35][C:36]([CH3:37])([CH3:38])[CH3:39])=[O:34], predict the reactants needed to synthesize it. The reactants are: C([O-])(=O)C.[K+].[B:15]1([B:15]2[O:19][C:18]([CH3:21])([CH3:20])[C:17]([CH3:23])([CH3:22])[O:16]2)[O:19][C:18]([CH3:21])([CH3:20])[C:17]([CH3:23])([CH3:22])[O:16]1.Br[C:25]1[CH:30]=[CH:29][C:28]([S:31][C:32]([CH3:41])([CH3:40])[C:33]([O:35][C:36]([CH3:39])([CH3:38])[CH3:37])=[O:34])=[CH:27][C:26]=1[CH3:42].CCCCCC. (5) Given the product [Br:7][C:8]1[CH:13]=[CH:12][CH:11]=[CH:10][C:9]=1[CH:15]([O:4][CH:1]([C:9]1[CH:10]=[CH:11][CH:12]=[CH:13][C:8]=1[Br:7])[C:8]1[CH:13]=[CH:12][CH:11]=[CH:10][CH:9]=1)[C:16]1[CH:21]=[CH:20][CH:19]=[CH:18][CH:17]=1, predict the reactants needed to synthesize it. The reactants are: [C:1](=[O:4])([O-])[O-].[K+].[K+].[Br:7][C:8]1[CH:13]=[CH:12][CH:11]=[CH:10][C:9]=1O.[CH2:15](Br)[C:16]1[CH:21]=[CH:20][CH:19]=[CH:18][CH:17]=1.O.